Dataset: Reaction yield outcomes from USPTO patents with 853,638 reactions. Task: Predict the reaction yield, written as a fraction of the theoretical maximum amount of product (1.0 means a 100% yield; for example, 0.34 means a 34% yield). (1) The reactants are [C:1]([O:4][CH:5]1[C:9]2=[N:10][CH:11]=[C:12]([NH2:28])[C:13]([N:14]3[CH2:19][CH2:18][CH2:17][C@H:16]([NH:20][C:21]([O:23][C:24]([CH3:27])([CH3:26])[CH3:25])=[O:22])[CH2:15]3)=[C:8]2[CH2:7][CH2:6]1)(=[O:3])[CH3:2].[F:29][C:30]1[CH:35]=[C:34]([S:36]([CH3:39])(=[O:38])=[O:37])[CH:33]=[C:32]([F:40])[C:31]=1[C:41]1[N:46]=[C:45]([C:47](O)=[O:48])[CH:44]=[CH:43][C:42]=1[F:50].CN(C(ON1N=NC2C=CC=NC1=2)=[N+](C)C)C.F[P-](F)(F)(F)(F)F.CCN(C(C)C)C(C)C. The catalyst is CN(C=O)C. The product is [C:1]([O:4][CH:5]1[C:9]2=[N:10][CH:11]=[C:12]([NH:28][C:47]([C:45]3[CH:44]=[CH:43][C:42]([F:50])=[C:41]([C:31]4[C:32]([F:40])=[CH:33][C:34]([S:36]([CH3:39])(=[O:38])=[O:37])=[CH:35][C:30]=4[F:29])[N:46]=3)=[O:48])[C:13]([N:14]3[CH2:19][CH2:18][CH2:17][C@H:16]([NH:20][C:21]([O:23][C:24]([CH3:27])([CH3:26])[CH3:25])=[O:22])[CH2:15]3)=[C:8]2[CH2:7][CH2:6]1)(=[O:3])[CH3:2]. The yield is 0.410. (2) The reactants are [C:1](/[C:3](=[CH:9]/OCC)/[C:4]([O:6][CH2:7][CH3:8])=[O:5])#[N:2].Cl.[CH:14]([NH:17][NH2:18])([CH3:16])[CH3:15].C([O-])([O-])=O.[Na+].[Na+]. The catalyst is CCO. The product is [NH2:2][C:1]1[N:17]([CH:14]([CH3:16])[CH3:15])[N:18]=[CH:9][C:3]=1[C:4]([O:6][CH2:7][CH3:8])=[O:5]. The yield is 0.710. (3) The reactants are [C:1]([O:5][C:6]([C:8]1[CH:13]=[CH:12][C:11]([C:14]2[C:15]([C:29]([O:31][CH2:32][CH3:33])=[O:30])=[N:16][N:17]([C:23]3[CH:28]=[CH:27][CH:26]=[CH:25][CH:24]=3)[C:18]=2[CH2:19][CH2:20][CH2:21][CH3:22])=[C:10]([C:34]([N:36]2[CH2:45][CH2:44][C:43]3[C:38](=[CH:39][CH:40]=[CH:41][CH:42]=3)[CH2:37]2)=[O:35])[CH:9]=1)=[O:7])([CH3:4])([CH3:3])[CH3:2].[O:46](C1C=CC(N/N=C/C(OCC)=O)=CC=1)[C:47]1[CH:52]=[CH:51][CH:50]=[CH:49][CH:48]=1.[N+](C(CCCC)=CC1C=CC(C(OC(C)(C)C)=O)=CC=1C(N1CCC2C(=CC=CC=2)C1)=O)([O-])=O. No catalyst specified. The product is [C:1]([O:5][C:6]([C:8]1[CH:13]=[CH:12][C:11]([C:14]2[C:15]([C:29]([O:31][CH2:32][CH3:33])=[O:30])=[N:16][N:17]([C:23]3[CH:28]=[CH:27][C:26]([O:46][C:47]4[CH:52]=[CH:51][CH:50]=[CH:49][CH:48]=4)=[CH:25][CH:24]=3)[C:18]=2[CH2:19][CH2:20][CH2:21][CH3:22])=[C:10]([C:34]([N:36]2[CH2:45][CH2:44][C:43]3[C:38](=[CH:39][CH:40]=[CH:41][CH:42]=3)[CH2:37]2)=[O:35])[CH:9]=1)=[O:7])([CH3:3])([CH3:4])[CH3:2]. The yield is 0.500. (4) The product is [CH:18]1([CH2:24][N:25]2[C:29]3[CH:30]=[CH:31][C:32]([C:34]([N:5]4[CH2:4][C@:3]([CH3:2])([OH:8])[CH2:7][O:6]4)=[O:35])=[CH:33][C:28]=3[N:27]=[C:26]2[C:37]([CH3:40])([CH3:41])[CH2:38][CH3:39])[CH2:19][CH2:20][CH2:21][CH2:22][CH2:23]1. The catalyst is CN(C=O)C. The yield is 0.560. The reactants are Cl.[CH3:2][C@@:3]1([OH:8])[CH2:7][O:6][NH:5][CH2:4]1.C(N(C(C)C)CC)(C)C.[CH:18]1([CH2:24][N:25]2[C:29]3[CH:30]=[CH:31][C:32]([C:34](O)=[O:35])=[CH:33][C:28]=3[N:27]=[C:26]2[C:37]([CH3:41])([CH3:40])[CH2:38][CH3:39])[CH2:23][CH2:22][CH2:21][CH2:20][CH2:19]1.CN(C(ON1N=NC2C=CC=NC1=2)=[N+](C)C)C.F[P-](F)(F)(F)(F)F. (5) The reactants are [OH:1][C:2]1[CH:9]=[CH:8][C:7]([S:10][CH3:11])=[CH:6][C:3]=1[CH:4]=O.[CH3:12][C:13]1[CH:22]=[CH:21][C:16]([C:17]([O:19][CH3:20])=[O:18])=[CH:15][N:14]=1.[C:23](O)(=[O:25])[CH3:24].O. The catalyst is C(OC(=O)C)(=O)C. The product is [C:23]([O:1][C:2]1[CH:9]=[CH:8][C:7]([S:10][CH3:11])=[CH:6][C:3]=1/[CH:4]=[CH:12]/[C:13]1[CH:22]=[CH:21][C:16]([C:17]([O:19][CH3:20])=[O:18])=[CH:15][N:14]=1)(=[O:25])[CH3:24]. The yield is 0.710. (6) The reactants are [NH2:1][C:2]1[N:3]=[CH:4][C:5]([C:8]2[C:9]([F:28])=[C:10]([C:21]([CH:24]3[CH2:27][CH2:26][CH2:25]3)=[CH:22][CH:23]=2)[O:11][CH2:12][C:13]2[CH:20]=[CH:19][C:16]([C:17]#[N:18])=[CH:15][CH:14]=2)=[N:6][CH:7]=1.[N-:29]=[N+:30]=[N-:31].[Na+].[NH4+].[Cl-]. The catalyst is CN(C=O)C. The product is [CH:24]1([C:21]2[CH:22]=[CH:23][C:8]([C:5]3[N:6]=[CH:7][C:2]([NH2:1])=[N:3][CH:4]=3)=[C:9]([F:28])[C:10]=2[O:11][CH2:12][C:13]2[CH:14]=[CH:15][C:16]([C:17]3[NH:31][N:30]=[N:29][N:18]=3)=[CH:19][CH:20]=2)[CH2:25][CH2:26][CH2:27]1. The yield is 0.400. (7) The reactants are [S:1]([CH2:5][CH2:6][OH:7])([O-:4])(=[O:3])=[O:2].[Na+].[C:9]12([C:19](O)=[O:20])[CH2:18][CH:13]3[CH2:14][CH:15]([CH2:17][CH:11]([CH2:12]3)[CH2:10]1)[CH2:16]2.FC(F)(F)C(OC(=O)C(F)(F)F)=O.[Cl-].[C:36]1([S+:42]([C:49]2[CH:54]=[CH:53][CH:52]=[CH:51][CH:50]=2)[C:43]2[CH:48]=[CH:47][CH:46]=[CH:45][CH:44]=2)[CH:41]=[CH:40][CH:39]=[CH:38][CH:37]=1.C(=O)(O)[O-].[Na+]. The catalyst is FC(F)(F)C(O)=O.C(Cl)Cl.O. The product is [C:9]12([C:19]([O:7][CH2:6][CH2:5][S:1]([O-:4])(=[O:3])=[O:2])=[O:20])[CH2:16][CH:15]3[CH2:14][CH:13]([CH2:12][CH:11]([CH2:17]3)[CH2:10]1)[CH2:18]2.[C:49]1([S+:42]([C:36]2[CH:37]=[CH:38][CH:39]=[CH:40][CH:41]=2)[C:43]2[CH:48]=[CH:47][CH:46]=[CH:45][CH:44]=2)[CH:50]=[CH:51][CH:52]=[CH:53][CH:54]=1. The yield is 0.620.